From a dataset of CYP2C19 inhibition data for predicting drug metabolism from PubChem BioAssay. Regression/Classification. Given a drug SMILES string, predict its absorption, distribution, metabolism, or excretion properties. Task type varies by dataset: regression for continuous measurements (e.g., permeability, clearance, half-life) or binary classification for categorical outcomes (e.g., BBB penetration, CYP inhibition). Dataset: cyp2c19_veith. The molecule is CC1(CCC(=O)OC2CCCCC2)OCCO1. The result is 0 (non-inhibitor).